This data is from Reaction yield outcomes from USPTO patents with 853,638 reactions. The task is: Predict the reaction yield, written as a fraction of the theoretical maximum amount of product (1.0 means a 100% yield; for example, 0.34 means a 34% yield). (1) The reactants are Br[C:2]1[C:12]2[O:11][CH2:10][CH2:9][N:8]([C:13]([O:15][C:16]([CH3:19])([CH3:18])[CH3:17])=[O:14])[CH2:7][C:6]=2[CH:5]=[CH:4][CH:3]=1.[C:20]1(B(O)O)[CH:25]=[CH:24][CH:23]=[CH:22][CH:21]=1.O. The catalyst is C(O)C.C(=O)([O-])[O-].[Na+].[Na+].C1(C)C=CC=CC=1.C1C=CC([P]([Pd]([P](C2C=CC=CC=2)(C2C=CC=CC=2)C2C=CC=CC=2)([P](C2C=CC=CC=2)(C2C=CC=CC=2)C2C=CC=CC=2)[P](C2C=CC=CC=2)(C2C=CC=CC=2)C2C=CC=CC=2)(C2C=CC=CC=2)C2C=CC=CC=2)=CC=1. The product is [C:20]1([C:2]2[C:12]3[O:11][CH2:10][CH2:9][N:8]([C:13]([O:15][C:16]([CH3:19])([CH3:18])[CH3:17])=[O:14])[CH2:7][C:6]=3[CH:5]=[CH:4][CH:3]=2)[CH:25]=[CH:24][CH:23]=[CH:22][CH:21]=1. The yield is 0.990. (2) The reactants are [O:1]1[CH:5]=[CH:4][CH:3]=[C:2]1[C:6]1[O:7][C:8]([CH3:23])=[C:9]([CH2:11][O:12][C:13]2[CH:14]=[C:15]([CH:18]=[CH:19][C:20]=2[O:21][CH3:22])[CH:16]=[O:17])[N:10]=1.C(O)C.[BH4-].[Na+].O. The catalyst is O1CCCC1. The product is [O:1]1[CH:5]=[CH:4][CH:3]=[C:2]1[C:6]1[O:7][C:8]([CH3:23])=[C:9]([CH2:11][O:12][C:13]2[CH:14]=[C:15]([CH2:16][OH:17])[CH:18]=[CH:19][C:20]=2[O:21][CH3:22])[N:10]=1. The yield is 0.910. (3) The reactants are [CH3:1][N:2]1[C:6]([N:7]2[C:11]3=[N:12][CH:13]=[CH:14][CH:15]=[C:10]3[CH:9]=[CH:8]2)=[C:5]([CH:16]=[O:17])[C:4]([CH3:18])=[N:3]1.[H][H]. The catalyst is CO.[C].[Pd]. The product is [N:7]1([C:6]2[N:2]([CH3:1])[N:3]=[C:4]([CH3:18])[C:5]=2[CH:16]=[O:17])[C:11]2=[N:12][CH:13]=[CH:14][CH:15]=[C:10]2[CH2:9][CH2:8]1. The yield is 0.610. (4) The reactants are [O:1]1CCO[CH:2]1[C:6]1[CH:21]=[CH:20][C:9]([O:10][C:11]2[N:12]=[CH:13][C:14]([C:17]([NH2:19])=[O:18])=[N:15][CH:16]=2)=[C:8]([F:22])[CH:7]=1. The catalyst is C(O)=O. The product is [F:22][C:8]1[CH:7]=[C:6]([CH:2]=[O:1])[CH:21]=[CH:20][C:9]=1[O:10][C:11]1[N:12]=[CH:13][C:14]([C:17]([NH2:19])=[O:18])=[N:15][CH:16]=1. The yield is 0.757. (5) The reactants are CC(OC([NH:8][C@H:9]1[CH2:13][CH2:12][N:11]([C:14]2[C:19]([C:20]([O:22][CH:23]([CH3:25])[CH3:24])=[O:21])=[CH:18][CH:17]=[CH:16][N:15]=2)[CH2:10]1)=O)(C)C.C(O)(C(F)(F)F)=O.C([O-])(O)=O.[Na+]. The catalyst is ClCCl. The product is [NH2:8][C@H:9]1[CH2:13][CH2:12][N:11]([C:14]2[C:19]([C:20]([O:22][CH:23]([CH3:25])[CH3:24])=[O:21])=[CH:18][CH:17]=[CH:16][N:15]=2)[CH2:10]1. The yield is 0.980. (6) The reactants are [F:1][C:2]1[CH:7]=[CH:6][CH:5]=[C:4]([O:8][C:9]2[CH:14]=[CH:13][C:12]([C:15]([F:19])=[C:16]([F:18])[F:17])=[CH:11][C:10]=2[O:20]C)[N:3]=1.B(Br)(Br)Br. No catalyst specified. The product is [F:1][C:2]1[N:3]=[C:4]([O:8][C:9]2[CH:14]=[CH:13][C:12]([C:15]([F:19])=[C:16]([F:17])[F:18])=[CH:11][C:10]=2[OH:20])[CH:5]=[CH:6][CH:7]=1. The yield is 0.640. (7) The reactants are C([O-])(=[O:3])C.[Na+].[Cl:6][C:7]1[CH:8]=[C:9]([NH:25][C:26](=[O:30])[C:27]([OH:29])=[O:28])[CH:10]=[C:11]([Cl:24])[C:12]=1[O:13][C:14]1[N:15]=[N:16][C:17](Cl)=[C:18]([CH:20]([CH3:22])[CH3:21])[CH:19]=1. The catalyst is C(O)(=O)C. The product is [Cl:6][C:7]1[CH:8]=[C:9]([NH:25][C:26](=[O:30])[C:27]([OH:29])=[O:28])[CH:10]=[C:11]([Cl:24])[C:12]=1[O:13][C:14]1[CH:19]=[C:18]([CH:20]([CH3:22])[CH3:21])[C:17](=[O:3])[NH:16][N:15]=1. The yield is 0.560. (8) The product is [ClH:1].[CH2:7]([O:14][C:15]1[CH:20]=[CH:19][N:18]([C:21]2[CH:29]=[C:28]3[C:24]([C:25]4[CH2:34][CH2:33][NH:32][CH:31]([CH2:35][OH:36])[C:26]=4[N:27]3[CH3:30])=[CH:23][CH:22]=2)[C:17](=[O:37])[CH:16]=1)[C:8]1[CH:9]=[CH:10][CH:11]=[CH:12][CH:13]=1. The catalyst is C(Cl)Cl. The reactants are [ClH:1].CCOCC.[CH2:7]([O:14][C:15]1[CH:20]=[CH:19][N:18]([C:21]2[CH:29]=[C:28]3[C:24]([C:25]4[CH2:34][CH2:33][NH:32][CH:31]([CH2:35][OH:36])[C:26]=4[N:27]3[CH3:30])=[CH:23][CH:22]=2)[C:17](=[O:37])[CH:16]=1)[C:8]1[CH:13]=[CH:12][CH:11]=[CH:10][CH:9]=1. The yield is 0.540. (9) The product is [CH3:24][C:22]([O:25][C:26]([N:28]([C:46]([O:48][C:49]([CH3:52])([CH3:51])[CH3:50])=[O:47])[N:29]([C:37]1[C:42]([F:43])=[C:41]([NH:4][CH2:3][C:2]([CH3:1])([N:6]2[CH2:7][CH2:8][O:9][CH2:10][CH2:11]2)[CH3:5])[N:40]=[C:39]([Cl:45])[N:38]=1)[C:30]([O:32][C:33]([CH3:34])([CH3:35])[CH3:36])=[O:31])=[O:27])([CH3:21])[CH3:23]. The catalyst is CN(C=O)C. The yield is 0.940. The reactants are [CH3:1][C:2]([N:6]1[CH2:11][CH2:10][O:9][CH2:8][CH2:7]1)([CH3:5])[CH2:3][NH2:4].C(N(C(C)C)CC)(C)C.[CH3:21][C:22]([O:25][C:26]([N:28]([C:46]([O:48][C:49]([CH3:52])([CH3:51])[CH3:50])=[O:47])[N:29]([C:37]1[C:42]([F:43])=[C:41](Cl)[N:40]=[C:39]([Cl:45])[N:38]=1)[C:30]([O:32][C:33]([CH3:36])([CH3:35])[CH3:34])=[O:31])=[O:27])([CH3:24])[CH3:23].CCOCC.